From a dataset of Catalyst prediction with 721,799 reactions and 888 catalyst types from USPTO. Predict which catalyst facilitates the given reaction. (1) Reactant: [OH:1][C@@H:2]([CH2:6][C:7]1[CH:12]=[CH:11][C:10]([O:13][C:14]([CH3:17])([CH3:16])[CH3:15])=[CH:9][CH:8]=1)[C:3]([OH:5])=[O:4].[H-].[Na+].[CH2:20](I)[CH3:21]. Product: [CH2:20]([O:1][C@@H:2]([CH2:6][C:7]1[CH:8]=[CH:9][C:10]([O:13][C:14]([CH3:17])([CH3:16])[CH3:15])=[CH:11][CH:12]=1)[C:3]([OH:5])=[O:4])[CH3:21]. The catalyst class is: 7. (2) Reactant: [CH3:1][O:2][C:3]1[CH:8]=[CH:7][C:6]([CH2:9][CH2:10][NH:11][CH2:12][CH:13](O)[CH3:14])=[CH:5][CH:4]=1.CN(C)C=O.S(Br)([Br:23])=O.C(OCC)C. The catalyst class is: 4. Product: [BrH:23].[Br:23][CH:13]([CH3:14])[CH2:12][NH:11][CH2:10][CH2:9][C:6]1[CH:7]=[CH:8][C:3]([O:2][CH3:1])=[CH:4][CH:5]=1. (3) Reactant: [CH:1]1([N:5]2[CH2:10][CH2:9][N:8]([C:11]([C:13]3[CH:14]=[C:15]4[C:19](=[CH:20][CH:21]=3)[NH:18][C:17]([C:22]([N:24]3[CH2:29][CH2:28][C:27]([F:31])([F:30])[CH2:26][CH2:25]3)=[O:23])=[CH:16]4)=[O:12])[CH2:7][CH2:6]2)[CH2:4][CH2:3][CH2:2]1.[Cl:32][C:33]1[CH:34]=[C:35](B(O)O)[CH:36]=[CH:37][CH:38]=1.N1C=CC=CC=1. Product: [Cl:32][C:33]1[CH:38]=[C:37]([N:18]2[C:19]3[C:15](=[CH:14][C:13]([C:11]([N:8]4[CH2:7][CH2:6][N:5]([CH:1]5[CH2:2][CH2:3][CH2:4]5)[CH2:10][CH2:9]4)=[O:12])=[CH:21][CH:20]=3)[CH:16]=[C:17]2[C:22]([N:24]2[CH2:25][CH2:26][C:27]([F:30])([F:31])[CH2:28][CH2:29]2)=[O:23])[CH:36]=[CH:35][CH:34]=1. The catalyst class is: 221. (4) Reactant: [CH3:1][C:2]1[S:6][C:5]([C:7]2[CH:12]=[CH:11][N:10]=[CH:9][C:8]=2[N:13]2[CH2:18][CH2:17][CH:16]([C:19]([O:21]CC)=[O:20])[CH2:15][CH2:14]2)=[N:4][N:3]=1.C1COCC1.[OH-].[Na+].Cl. Product: [CH3:1][C:2]1[S:6][C:5]([C:7]2[CH:12]=[CH:11][N:10]=[CH:9][C:8]=2[N:13]2[CH2:14][CH2:15][CH:16]([C:19]([OH:21])=[O:20])[CH2:17][CH2:18]2)=[N:4][N:3]=1. The catalyst class is: 5. (5) Reactant: [CH3:1][C:2]([O:41][CH2:42][C@H:43]1[CH2:45][O:44]1)([CH3:40])[CH2:3][N:4]1[CH:8]=[CH:7][C:6]([NH:9][C:10]([CH:12]2[CH:16]([C:17]3[CH:22]=[CH:21][CH:20]=[C:19]([Cl:23])[C:18]=3[F:24])[C:15]([C:27]3[CH:32]=[CH:31][C:30]([Cl:33])=[CH:29][C:28]=3[F:34])([C:25]#[N:26])[CH:14]([CH2:35][C:36]([CH3:39])([CH3:38])[CH3:37])[NH:13]2)=[O:11])=[N:5]1.C(N(C(C)C)CC)(C)C.[NH2:55][CH:56]([CH2:59][OH:60])[CH2:57][OH:58]. Product: [OH:44][C@H:43]([CH2:45][NH:55][CH:56]([CH2:59][OH:60])[CH2:57][OH:58])[CH2:42][O:41][C:2]([CH3:1])([CH3:40])[CH2:3][N:4]1[CH:8]=[CH:7][C:6]([NH:9][C:10]([CH:12]2[CH:16]([C:17]3[CH:22]=[CH:21][CH:20]=[C:19]([Cl:23])[C:18]=3[F:24])[C:15]([C:27]3[CH:32]=[CH:31][C:30]([Cl:33])=[CH:29][C:28]=3[F:34])([C:25]#[N:26])[CH:14]([CH2:35][C:36]([CH3:38])([CH3:37])[CH3:39])[NH:13]2)=[O:11])=[N:5]1. The catalyst class is: 32. (6) Reactant: [S:1]1[CH:5]=[C:4](B(O)O)[C:3]2[CH:9]=[CH:10][CH:11]=[CH:12][C:2]1=2.O.O=[CH:15][C:16]([OH:18])=[O:17].[CH2:19]([C:21]1[CH:27]=[CH:26][CH:25]=[CH:24][C:22]=1[NH2:23])[CH3:20]. Product: [S:1]1[CH:5]=[C:4]([CH:15]([NH:23][C:22]2[CH:24]=[CH:25][CH:26]=[CH:27][C:21]=2[CH2:19][CH3:20])[C:16]([OH:18])=[O:17])[C:3]2[CH:9]=[CH:10][CH:11]=[CH:12][C:2]1=2. The catalyst class is: 10.